This data is from Peptide-MHC class I binding affinity with 185,985 pairs from IEDB/IMGT. The task is: Regression. Given a peptide amino acid sequence and an MHC pseudo amino acid sequence, predict their binding affinity value. This is MHC class I binding data. (1) The peptide sequence is VLSDLCNFL. The MHC is HLA-B18:01 with pseudo-sequence HLA-B18:01. The binding affinity (normalized) is 0.0847. (2) The peptide sequence is TMKFKGTVD. The MHC is HLA-B40:01 with pseudo-sequence HLA-B40:01. The binding affinity (normalized) is 0.0847.